Dataset: Full USPTO retrosynthesis dataset with 1.9M reactions from patents (1976-2016). Task: Predict the reactants needed to synthesize the given product. (1) Given the product [F:1][C:2]1[CH:3]=[CH:4][C:5]([O:6][CH2:7][CH2:8][CH2:9][CH2:10][CH2:11][CH2:12][CH2:13][C:14]2[CH:15]=[CH:16][C:17]([NH2:20])=[CH:18][CH:19]=2)=[CH:28][CH:29]=1, predict the reactants needed to synthesize it. The reactants are: [F:1][C:2]1[CH:29]=[CH:28][C:5]([O:6][CH2:7][CH2:8][CH2:9][CH2:10][CH2:11][CH2:12][CH2:13][C:14]2[CH:19]=[CH:18][C:17]([NH:20]C(=O)OC(C)(C)C)=[CH:16][CH:15]=2)=[CH:4][CH:3]=1.FC(F)(F)C(O)=O. (2) Given the product [S:42]1[CH:43]=[N:44][N:45]=[C:41]1[NH:40][C:25]([C:18]1[C:19]2[CH:20]=[CH:21][CH:22]=[N:23][C:24]=2[C:15]([OH:14])=[C:16]2[C:30](=[O:31])[N:29]([CH2:32][C:33]3[CH:38]=[CH:37][C:36]([F:39])=[CH:35][CH:34]=3)[CH2:28][C:17]=12)=[O:26], predict the reactants needed to synthesize it. The reactants are: C([O:14][C:15]1[C:24]2[N:23]=[CH:22][CH:21]=[CH:20][C:19]=2[C:18]([C:25](O)=[O:26])=[C:17]2[CH2:28][N:29]([CH2:32][C:33]3[CH:38]=[CH:37][C:36]([F:39])=[CH:35][CH:34]=3)[C:30](=[O:31])[C:16]=12)(C1C=CC=CC=1)C1C=CC=CC=1.[NH2:40][C:41]1[S:42][CH:43]=[N:44][N:45]=1.C(N(C(C)C)CC)(C)C.F[P-](F)(F)(F)(F)F.N1(OC(N(C)C)=[N+](C)C)C2N=CC=CC=2N=N1.